From a dataset of Full USPTO retrosynthesis dataset with 1.9M reactions from patents (1976-2016). Predict the reactants needed to synthesize the given product. Given the product [Br:14][C:9]1[CH:8]=[C:7]([CH:5]([CH3:6])[C:4]([OH:15])=[O:3])[CH:12]=[C:11]([Cl:13])[CH:10]=1, predict the reactants needed to synthesize it. The reactants are: C([O:3][C:4](=[O:15])[CH:5]([C:7]1[CH:12]=[C:11]([Cl:13])[CH:10]=[C:9]([Br:14])[CH:8]=1)[CH3:6])C.CO.[Li+].[OH-].Cl.